Dataset: NCI-60 drug combinations with 297,098 pairs across 59 cell lines. Task: Regression. Given two drug SMILES strings and cell line genomic features, predict the synergy score measuring deviation from expected non-interaction effect. Drug 1: C1=C(C(=O)NC(=O)N1)N(CCCl)CCCl. Drug 2: COC1=C2C(=CC3=C1OC=C3)C=CC(=O)O2. Cell line: HCC-2998. Synergy scores: CSS=4.24, Synergy_ZIP=1.24, Synergy_Bliss=1.10, Synergy_Loewe=-4.66, Synergy_HSA=-1.65.